Dataset: CYP3A4 inhibition data for predicting drug metabolism from PubChem BioAssay. Task: Regression/Classification. Given a drug SMILES string, predict its absorption, distribution, metabolism, or excretion properties. Task type varies by dataset: regression for continuous measurements (e.g., permeability, clearance, half-life) or binary classification for categorical outcomes (e.g., BBB penetration, CYP inhibition). Dataset: cyp3a4_veith. The drug is CCOc1cc(C2CC(=O)c3c(ccc4ccccc34)N2)ccc1O. The result is 1 (inhibitor).